This data is from Reaction yield outcomes from USPTO patents with 853,638 reactions. The task is: Predict the reaction yield, written as a fraction of the theoretical maximum amount of product (1.0 means a 100% yield; for example, 0.34 means a 34% yield). (1) The reactants are [Br:1][C:2]1[CH:3]=[N:4][NH:5][CH:6]=1.Cl.C(OCN1C2N=CN=C(C3C=NN([CH:30]([O:32][CH2:33][CH3:34])[CH3:31])C=3)C=2C=C1)(=O)C(C)(C)C. The catalyst is C(Cl)Cl.O1CCOCC1. The product is [Br:1][C:2]1[CH:3]=[N:4][N:5]([CH2:31][CH2:30][O:32][CH2:33][CH3:34])[CH:6]=1. The yield is 0.970. (2) The reactants are [Cl:1][C:2]1[CH:7]=[CH:6][C:5]([C:8]([C:11]2[N:15]([C:16]3[CH:21]=[CH:20][C:19]([F:22])=[CH:18][CH:17]=3)[C:14]([S:23][CH2:24][C:25]3[CH:33]=[CH:32][C:28]([C:29](O)=[O:30])=[CH:27][C:26]=3[F:34])=[N:13][CH:12]=2)([CH3:10])[CH3:9])=[CH:4][C:3]=1[O:35][CH3:36].S(Cl)(Cl)=O.[NH2:41][CH2:42][CH2:43][S:44]([OH:47])(=[O:46])=[O:45].[CH3:48][CH2:49][N:50]([CH2:53][CH3:54])[CH2:51][CH3:52]. The catalyst is C(Cl)Cl. The product is [Cl:1][C:2]1[CH:7]=[CH:6][C:5]([C:8]([C:11]2[N:15]([C:16]3[CH:21]=[CH:20][C:19]([F:22])=[CH:18][CH:17]=3)[C:14]([S:23][CH2:24][C:25]3[CH:33]=[CH:32][C:28]([C:29]([NH:41][CH2:42][CH2:43][S:44]([O-:47])(=[O:46])=[O:45])=[O:30])=[CH:27][C:26]=3[F:34])=[N:13][CH:12]=2)([CH3:9])[CH3:10])=[CH:4][C:3]=1[O:35][CH3:36].[CH2:49]([NH+:50]([CH2:53][CH3:54])[CH2:51][CH3:52])[CH3:48]. The yield is 0.650. (3) The reactants are [NH:1]1[C:5]2=[CH:6][N:7]=[CH:8][CH:9]=[C:4]2[CH:3]=[C:2]1[C:10](=O)[CH3:11].[NH2:13][OH:14].Cl.[Li+].[OH-]. The catalyst is C(O)C.O. The product is [NH:1]1[C:5]2=[CH:6][N:7]=[CH:8][CH:9]=[C:4]2[CH:3]=[C:2]1[C:10](=[N:13][OH:14])[CH3:11]. The yield is 0.470. (4) The product is [CH3:20][N:21]([CH3:22])[CH2:2][CH2:3][CH:4]=[C:5]1[C:11]2[CH:12]=[CH:13][CH:14]=[CH:15][C:10]=2[CH2:9][O:8][C:7]2[CH:16]=[CH:17][CH:18]=[CH:19][C:6]1=2. The reactants are Cl[CH2:2][CH2:3][CH:4]=[C:5]1[C:11]2[CH:12]=[CH:13][CH:14]=[CH:15][C:10]=2[CH2:9][O:8][C:7]2[CH:16]=[CH:17][CH:18]=[CH:19][C:6]1=2.[CH3:20][NH:21][CH3:22].O.Cl. The catalyst is O1CCCC1.C(O)C. The yield is 0.735. (5) The reactants are C[Si]([N-][Si](C)(C)C)(C)C.[Na+].[Si:11]([O:18][CH2:19][CH:20]([C:22]1[CH:23]=[C:24]([C:29]2[N:34]=[C:33]([CH3:35])[N:32]=[C:31]([NH2:36])[N:30]=2)[C:25](F)=[N:26][CH:27]=1)[CH3:21])([C:14]([CH3:17])([CH3:16])[CH3:15])([CH3:13])[CH3:12].[F:37][C:38]1[CH:39]=[C:40]([NH2:46])[CH:41]=[N:42][C:43]=1[O:44][CH3:45]. The catalyst is C1COCC1. The product is [Si:11]([O:18][CH2:19][CH:20]([C:22]1[CH:23]=[C:24]([C:29]2[N:34]=[C:33]([CH3:35])[N:32]=[C:31]([NH2:36])[N:30]=2)[C:25]([NH:46][C:40]2[CH:41]=[N:42][C:43]([O:44][CH3:45])=[C:38]([F:37])[CH:39]=2)=[N:26][CH:27]=1)[CH3:21])([C:14]([CH3:15])([CH3:16])[CH3:17])([CH3:13])[CH3:12]. The yield is 0.910. (6) The reactants are FC1C=C(C=C([N:10]2[CH2:16][CH2:15][CH2:14][C:13]3[O:17][C:18]([C:20]4[CH:25]=[CH:24][CH:23]=[CH:22][N:21]=4)=[N:19][C:12]=3[CH2:11]2)C=1)C#N.Br[C:27]1[CH:32]=[CH:31][CH:30]=[C:29]([O:33][CH3:34])[N:28]=1. No catalyst specified. The product is [CH3:34][O:33][C:29]1[N:28]=[C:27]([N:10]2[CH2:16][CH2:15][CH2:14][C:13]3[O:17][C:18]([C:20]4[CH:25]=[CH:24][CH:23]=[CH:22][N:21]=4)=[N:19][C:12]=3[CH2:11]2)[CH:32]=[CH:31][CH:30]=1. The yield is 0.240. (7) The reactants are [O:1]1[C:5]2[CH:6]=[CH:7][C:8]([CH:10]=[CH:11][C:12]([OH:14])=O)=[CH:9][C:4]=2[O:3][CH2:2]1.C[N:16](C)C=O.N. The catalyst is O1CCCC1. The product is [O:1]1[C:5]2[CH:6]=[CH:7][C:8]([CH:10]=[CH:11][C:12]([NH2:16])=[O:14])=[CH:9][C:4]=2[O:3][CH2:2]1. The yield is 0.990.